Dataset: Peptide-MHC class I binding affinity with 185,985 pairs from IEDB/IMGT. Task: Regression. Given a peptide amino acid sequence and an MHC pseudo amino acid sequence, predict their binding affinity value. This is MHC class I binding data. The peptide sequence is EDAQPGLLSY. The MHC is HLA-A29:02 with pseudo-sequence HLA-A29:02. The binding affinity (normalized) is 0.167.